Task: Predict the product of the given reaction.. Dataset: Forward reaction prediction with 1.9M reactions from USPTO patents (1976-2016) Given the reactants Br[C:2]1[CH:7]=[CH:6][C:5]([S:8]([N:11]([CH2:14][CH3:15])[CH2:12][CH3:13])(=[O:10])=[O:9])=[C:4]([F:16])[CH:3]=1.[C:17]([C:19]1[N:23]([CH3:24])[C:22](B(O)O)=[CH:21][CH:20]=1)#[N:18].[F-].[K+].C(P(C(C)(C)C)C(C)(C)C)(C)(C)C, predict the reaction product. The product is: [C:17]([C:19]1[N:23]([CH3:24])[C:22]([C:2]2[CH:7]=[CH:6][C:5]([S:8]([N:11]([CH2:14][CH3:15])[CH2:12][CH3:13])(=[O:10])=[O:9])=[C:4]([F:16])[CH:3]=2)=[CH:21][CH:20]=1)#[N:18].